Dataset: Experimentally validated miRNA-target interactions with 360,000+ pairs, plus equal number of negative samples. Task: Binary Classification. Given a miRNA mature sequence and a target amino acid sequence, predict their likelihood of interaction. (1) The miRNA is mmu-miR-214-3p with sequence ACAGCAGGCACAGACAGGCAGU. The protein sequence of the target gene is MDSPWDELALAFSRTSMFPFFDIAHYLVSVMAVKRQPGAAALAWKNPISSWFTAMLHCFGGGILSCLLLAEPPLKFLANHTNILLASSIWYITFFCPHDLVSQGYSYLPVQLLASGMKEVTRTWKIVGGVTHANSYYKNGWIVMIAIGWARGAGGTIITNFERLVKGDWKPEGDEWLKMSYPAKVTLLGSVIFTFQHTQHLAISKHNLMFLYTIFIVATKITMMTTQTSTMTFAPFEDTLSWMLFGWQQPFSSCEKKSEAKSPSNGVGSLASKPVDVASDNVKKKHTKKNE. Result: 0 (no interaction). (2) The miRNA is hsa-miR-1264 with sequence CAAGUCUUAUUUGAGCACCUGUU. The protein sequence of the target gene is MNMFKEAVTFKDVAVAFTEEELGLLGPAQRKLYRDVMVENFRNLLSVGHPPFKQDVSPIERNEQLWIMTTATRRQGNLGEKNQSKLITVQDRESEEELSCWQIWQQIANDLTRCQDSMINNSQCHKQGDFPYQVGTELSIQISEDENYIVNKADGPNNTGNPEFPILRTQDSWRKTFLTESQRLNRDQQISIKNKLCQCKKGVDPIGWISHHDGHRVHKSEKSYRPNDYEKDNMKILTFDHNSMIHTGQKSYQCNECKKPFSDLSSFDLHQQLQSGEKSLTCVERGKGFCYSPVLPVHQK.... Result: 0 (no interaction). (3) The miRNA is hsa-miR-4693-5p with sequence AUACUGUGAAUUUCACUGUCACA. The protein sequence of the target gene is MEEAELVKGRLQAITDKRKIQEEISQKRLKIEEDKLKHQHLKKKALREKWLLDGISSGKEQEEMKKQNQQDQHQIQVLEQSILRLEKEIQDLEKAELQISTKEEAILKKLKSIERTTEDIIRSVKVEREERAEESIEDIYANIPDLPKSYIPSRLRKEINEEKEDDEQNRKALYAMEIKVEKDLKTGESTVLSSIPLPSDDFKGTGIKVYDDGQKSVYAVSSNHSAAYNGTDGLAPVEVEELLRQASERNSKSPTEYHEPVYANPFYRPTTPQRETVTPGPNFQERIKIKTNGLGIGVNE.... Result: 0 (no interaction). (4) The miRNA is hsa-miR-367-3p with sequence AAUUGCACUUUAGCAAUGGUGA. The protein sequence of the target gene is MEEVVAEELDDEEQLVRRHRKEKKELQAKIQGMKNAVPKNDKKRRKQLTEDVAKLEREMEQKHREELEQLKQLTFKDSKIDSVAVNISNLVLENQPPRISKAQKRREKKAALEKEREERIAEAEIENLSGARHLESEKLAQILAARELEIKQIPSDGHCMYGALEDQLREQDCALTVASLRRQTAEYMQTHSDDFLPFLTNPSTGDMYTPEEFGKYCDDIVNTAAWGGQLELRALSHILQTPIEILQADAPPIIVGEEYPRNPLVLVYMRHAYGLGEHYNSVTRLVNSATENCS. Result: 0 (no interaction).